From a dataset of Reaction yield outcomes from USPTO patents with 853,638 reactions. Predict the reaction yield, written as a fraction of the theoretical maximum amount of product (1.0 means a 100% yield; for example, 0.34 means a 34% yield). (1) The reactants are C[O:2][C:3]1[CH:4]=[C:5]([CH2:9][C:10]#[N:11])[CH:6]=[CH:7][CH:8]=1.B(Br)(Br)Br.O. The catalyst is ClCCl. The product is [OH:2][C:3]1[CH:4]=[C:5]([CH2:9][C:10]#[N:11])[CH:6]=[CH:7][CH:8]=1. The yield is 0.710. (2) The reactants are [Cl:1][C:2]1[CH:3]=[C:4]([CH:8]2[C:12]([C:15]3[CH:20]=[CH:19][C:18]([Cl:21])=[CH:17][CH:16]=3)([C:13]#[N:14])[CH:11]([CH2:22][C:23]([CH3:26])([CH3:25])[CH3:24])[NH:10][CH:9]2[C:27]([OH:29])=O)[CH:5]=[CH:6][CH:7]=1.[N:30]1([CH2:36][CH2:37][NH2:38])[CH2:35][CH2:34][NH:33][CH2:32][CH2:31]1.CN(C(ON1N=NC2C=CC=NC1=2)=[N+](C)C)C.F[P-](F)(F)(F)(F)F.CCN(C(C)C)C(C)C. The catalyst is C(Cl)Cl. The product is [N:30]1([CH2:36][CH2:37][NH:38][C:27]([CH:9]2[CH:8]([C:4]3[CH:5]=[CH:6][CH:7]=[C:2]([Cl:1])[CH:3]=3)[C:12]([C:15]3[CH:16]=[CH:17][C:18]([Cl:21])=[CH:19][CH:20]=3)([C:13]#[N:14])[CH:11]([CH2:22][C:23]([CH3:26])([CH3:25])[CH3:24])[NH:10]2)=[O:29])[CH2:35][CH2:34][NH:33][CH2:32][CH2:31]1. The yield is 0.580. (3) The reactants are [C:1]([C:5]1[CH:10]=[CH:9][CH:8]=[CH:7][C:6]=1[OH:11])([CH3:4])([CH3:3])[CH3:2].[OH-].[Na+].[OH-].[I-:15].[Na+].Cl[O-].[Na+].S([O-])([O-])(=O)=S.[Na+].[Na+].Cl. The catalyst is CO. The product is [C:1]([C:5]1[CH:10]=[C:9]([I:15])[CH:8]=[CH:7][C:6]=1[OH:11])([CH3:4])([CH3:2])[CH3:3]. The yield is 0.750. (4) The reactants are [NH2:1][C:2]1[CH:7]=[C:6]2[O:8][CH2:9][O:10][C:5]2=[CH:4][C:3]=1[C:11]1[CH:20]=[C:19]2[C:14]([CH:15]=[CH:16][C:17]([O:21][CH3:22])=[CH:18]2)=[CH:13][CH:12]=1.Cl.[N:24]([O-])=O.[Na+].O. The catalyst is C(O)(=O)C. The product is [CH3:22][O:21][C:17]1[CH:16]=[CH:15][C:14]2=[CH:13][CH:12]=[C:11]3[C:20]([N:24]=[N:1][C:2]4[CH:7]=[C:6]5[O:8][CH2:9][O:10][C:5]5=[CH:4][C:3]3=4)=[C:19]2[CH:18]=1. The yield is 0.830. (5) The reactants are [F:1][C:2]1[CH:3]=[C:4]2[C:9](=[CH:10][CH:11]=1)[CH:8]=[C:7]([C:12]1[C:20]3[C:15](=[CH:16][CH:17]=[C:18]([C:21]#[N:22])[CH:19]=3)[N:14](C3CCCCO3)[N:13]=1)[CH:6]=[CH:5]2.[ClH:29].[CH2:30]([OH:32])[CH3:31]. No catalyst specified. The product is [ClH:29].[ClH:29].[CH2:30]([O:32][C:21]([C:18]1[CH:19]=[C:20]2[C:15](=[CH:16][CH:17]=1)[NH:14][N:13]=[C:12]2[C:7]1[CH:6]=[CH:5][C:4]2[C:9](=[CH:10][CH:11]=[C:2]([F:1])[CH:3]=2)[CH:8]=1)=[NH:22])[CH3:31]. The yield is 0.860. (6) The product is [Br:1][C:2]1[CH:7]=[CH:6][C:5]([O:8][Si:17]([CH:21]([CH3:23])[CH3:22])([CH:18]([CH3:20])[CH3:19])[CH:14]([CH3:16])[CH3:15])=[CH:4][CH:3]=1. The reactants are [Br:1][C:2]1[CH:7]=[CH:6][C:5]([OH:8])=[CH:4][CH:3]=1.N1C=CN=C1.[CH:14]([Si:17](Cl)([CH:21]([CH3:23])[CH3:22])[CH:18]([CH3:20])[CH3:19])([CH3:16])[CH3:15].[NH4+].[Cl-]. The catalyst is ClCCCl. The yield is 0.990. (7) The reactants are [F:1][C:2]1[CH:19]=[C:18]([N+:20]([O-:22])=[O:21])[CH:17]=[CH:16][C:3]=1[O:4][C:5]1[C:10]2=[C:11]([CH3:15])[C:12]([OH:14])=[CH:13][N:9]2[N:8]=[CH:7][N:6]=1.[C:23]([O-])([O-])=O.[Cs+].[Cs+].CI. The catalyst is CN(C=O)C. The product is [F:1][C:2]1[CH:19]=[C:18]([N+:20]([O-:22])=[O:21])[CH:17]=[CH:16][C:3]=1[O:4][C:5]1[C:10]2=[C:11]([CH3:15])[C:12]([O:14][CH3:23])=[CH:13][N:9]2[N:8]=[CH:7][N:6]=1. The yield is 0.650.